From a dataset of Experimentally validated miRNA-target interactions with 360,000+ pairs, plus equal number of negative samples. Binary Classification. Given a miRNA mature sequence and a target amino acid sequence, predict their likelihood of interaction. (1) The miRNA is mmu-miR-3072-3p with sequence UGCCCCCUCCAGGAAGCCUUCU. The protein sequence of the target gene is MPGLGRRAQWLCWWWGLLCSCGPPPLRPPLPVAAAAAGGQLLGAGGSPVRAEQPPPQSSSSGFLYRRLKTHEKREMQKEILSVLGLPHRPRPLHGLQQPQPPVLPPQQQQQQQQQQTAREEPPPGRLKSAPLFMLDLYNALSNDDEEDGASEGVGQEPGSHGGASSSQLRQPSPGAAHSLNRKSLLAPGPGGGASPLTSAQDSAFLNDADMVMSFVNLVEYDKEFSPHQRHHKEFKFNLSQIPEGEAVTAAEFRVYKDCVVGSFKNQTFLISIYQVLQEHQHRDSDLFLLDTRVVWASEE.... Result: 1 (interaction). (2) The miRNA is hsa-miR-4284 with sequence GGGCUCACAUCACCCCAU. Result: 1 (interaction). The protein sequence of the target gene is MDTVVFEDVVVDFTLEEWALLNPAQRKLYRDVMLETFKHLASVDNEAQLKASGSISQQDTSGEKLSLKQKIEKFTRKNIWASLLGKNWEEHSVKDKHNTKERHLSRNPRVERPCKSSKGNKRGRTFRKTRNCNRHLRKNCCTSVRRYECSQCGKLFTHSSSLIRHKRAHSGQKLYKCKECGKAFSRPSYLQTHEKTHSGEKPYACQSCGKTFLRSHSLTEHVRTHTGEKPYECGQCGKGFSCPKSFRAHVMMHAGGRPYECKHCGKAFRCQKSFRVHMIMHAGGRPYECKQCGKAYCWAT.... (3) The miRNA is mmu-miR-139-5p with sequence UCUACAGUGCACGUGUCUCCAG. The protein sequence of the target gene is MIMTESREVIDLDPPAETSQEQEDLFIVKVEEEDCTWMQEYNPPTFETFYQRFRHFQYHEASGPREALSQLRVLCCEWLRPELHTKEQILELLVLEQFLTILPEEFQPWVREHHPESGEEAVAVIENIQRELEERRQQIVACPDVLPRKMATPGAVQESCSPHPLTVDTQPEQAPQKPRLLEENALPVLQVPSLPLKDSQELTASLLSTGSQKLVKIEEVADVAVSFILEEWGHLDQSQKSLYRDDRKENYGSITSMGYESRDNMELIVKQISDDSESHWVAPEHTERSVPQDPDFAEVS.... Result: 0 (no interaction).